Dataset: Forward reaction prediction with 1.9M reactions from USPTO patents (1976-2016). Task: Predict the product of the given reaction. (1) Given the reactants [OH:1]C1C2C(=CC=CC=2)C(=O)N1CC1SC=CC=1.[O:18]=[C:19]1[C:27]2[C:22](=[CH:23][CH:24]=[CH:25][CH:26]=2)[CH:21]([S:28][CH2:29][C:30]([NH:32][C:33]2[S:34][CH:35]=[CH:36][N:37]=2)=[O:31])[N:20]1[CH2:38][C:39]1S[CH:41]=[CH:42][CH:43]=1, predict the reaction product. The product is: [O:1]1[CH:41]=[CH:42][CH:43]=[C:39]1[CH2:38][N:20]1[C:19](=[O:18])[C:27]2[C:22](=[CH:23][CH:24]=[CH:25][CH:26]=2)[CH:21]1[S:28][CH2:29][C:30]([NH:32][C:33]1[S:34][CH:35]=[CH:36][N:37]=1)=[O:31]. (2) Given the reactants C(O[C:4]1[C:7](=[O:8])[C:6](=[O:9])[C:5]=1[NH:10][C@H:11]1[CH2:16][CH2:15][C@H:14]([CH2:17][CH2:18][N:19]2[CH2:23][C@H:22]3[C:24]4[CH:25]=[C:26]([C:32]#[N:33])[CH:27]=[CH:28][C:29]=4[O:30][CH2:31][C@@H:21]3[CH2:20]2)[CH2:13][CH2:12]1)C.[NH3:34].[ClH:35], predict the reaction product. The product is: [ClH:35].[NH2:34][C:4]1[C:7](=[O:8])[C:6](=[O:9])[C:5]=1[NH:10][C@H:11]1[CH2:16][CH2:15][C@H:14]([CH2:17][CH2:18][N:19]2[CH2:23][C@H:22]3[C:24]4[CH:25]=[C:26]([C:32]#[N:33])[CH:27]=[CH:28][C:29]=4[O:30][CH2:31][C@@H:21]3[CH2:20]2)[CH2:13][CH2:12]1. (3) Given the reactants [Br:1][C:2]1[C:3]([Cl:9])=[C:4]([CH:6]=[CH:7][CH:8]=1)[NH2:5].C(O)(=O)C.C(O[C:17]1(O[Si](C)(C)C)[CH2:19][CH2:18]1)C, predict the reaction product. The product is: [ClH:9].[Br:1][C:2]1[C:3]([Cl:9])=[C:4]([CH:6]=[CH:7][CH:8]=1)[NH:5][CH:17]1[CH2:19][CH2:18]1. (4) Given the reactants [F:1][C:2]([F:35])([F:34])[C:3]1[CH:4]=[C:5]([C:9]2([CH2:29][O:30]CC=C)[C:13](=[O:14])[N:12]([C:15]3[CH:22]=[CH:21][C:18]([C:19]#[N:20])=[C:17]([C:23]([F:26])([F:25])[F:24])[CH:16]=3)[C:11](=[O:27])[N:10]2[CH3:28])[CH:6]=[CH:7][CH:8]=1, predict the reaction product. The product is: [O:27]=[C:11]1[N:10]([CH3:28])[C:9]([CH2:29][OH:30])([C:5]2[CH:6]=[CH:7][CH:8]=[C:3]([C:2]([F:34])([F:35])[F:1])[CH:4]=2)[C:13](=[O:14])[N:12]1[C:15]1[CH:22]=[CH:21][C:18]([C:19]#[N:20])=[C:17]([C:23]([F:26])([F:24])[F:25])[CH:16]=1. (5) The product is: [CH:24]1([C:27]2[C:28]([N:34]3[CH2:39][CH2:38][N:37]([C:7]([C:6]4[CH:12]=[CH:13][C:14]([N:16]5[C@H:20]([CH3:21])[CH2:19][CH2:18][S:17]5(=[O:22])=[O:23])=[CH:15][C:5]=4[S:2]([CH3:1])(=[O:3])=[O:4])=[O:8])[CH2:36][CH2:35]3)=[N:29][CH:30]=[C:31]([CH3:33])[CH:32]=2)[CH2:25][CH2:26]1. Given the reactants [CH3:1][S:2]([C:5]1[CH:15]=[C:14]([N:16]2[C@H:20]([CH3:21])[CH2:19][CH2:18][S:17]2(=[O:23])=[O:22])[CH:13]=[CH:12][C:6]=1[C:7](OCC)=[O:8])(=[O:4])=[O:3].[CH:24]1([C:27]2[C:28]([N:34]3[CH2:39][CH2:38][NH:37][CH2:36][CH2:35]3)=[N:29][CH:30]=[C:31]([CH3:33])[CH:32]=2)[CH2:26][CH2:25]1, predict the reaction product.